This data is from Full USPTO retrosynthesis dataset with 1.9M reactions from patents (1976-2016). The task is: Predict the reactants needed to synthesize the given product. The reactants are: O=P(Cl)(Cl)Cl.[Cl:6][C:7]1[C:8]([CH:13]([NH:30][C:31]([CH:33]2[CH2:36][CH2:35][CH2:34]2)=O)[C:14]2[CH:23]=[C:22]3[C:17]([CH:18]=[CH:19][C:20]([C:24]4[CH:29]=[CH:28][CH:27]=[CH:26][CH:25]=4)=[N:21]3)=[CH:16][CH:15]=2)=[N:9][CH:10]=[CH:11][N:12]=1. Given the product [Cl:6][C:7]1[C:8]2[N:9]([CH:31]([CH:33]3[CH2:36][CH2:35][CH2:34]3)[NH:30][C:13]=2[C:14]2[CH:23]=[C:22]3[C:17]([CH:18]=[CH:19][C:20]([C:24]4[CH:29]=[CH:28][CH:27]=[CH:26][CH:25]=4)=[N:21]3)=[CH:16][CH:15]=2)[CH:10]=[CH:11][N:12]=1, predict the reactants needed to synthesize it.